From a dataset of Catalyst prediction with 721,799 reactions and 888 catalyst types from USPTO. Predict which catalyst facilitates the given reaction. Reactant: [F:1][C:2]([F:24])([F:23])[C:3]1[CH:4]=[CH:5][C:6]([O:9][C:10]2[CH:11]=[C:12]3[C:17](=[CH:18][CH:19]=2)[N:16]=[C:15]([C:20](O)=[O:21])[CH:14]=[CH:13]3)=[N:7][CH:8]=1.Cl.[NH2:26][CH:27]1[CH2:31][CH2:30][S:29](=[O:33])(=[O:32])[CH2:28]1.F[P-](F)(F)(F)(F)F.CN(C(N(C)C)=[N+]1C2C(=NC=CC=2)[N+]([O-])=N1)C.C(N(CC)C(C)C)(C)C.C(=O)(O)[O-].[Na+]. Product: [O:32]=[S:29]1(=[O:33])[CH2:30][CH2:31][CH:27]([NH:26][C:20]([C:15]2[CH:14]=[CH:13][C:12]3[C:17](=[CH:18][CH:19]=[C:10]([O:9][C:6]4[CH:5]=[CH:4][C:3]([C:2]([F:1])([F:23])[F:24])=[CH:8][N:7]=4)[CH:11]=3)[N:16]=2)=[O:21])[CH2:28]1. The catalyst class is: 374.